This data is from Reaction yield outcomes from USPTO patents with 853,638 reactions. The task is: Predict the reaction yield, written as a fraction of the theoretical maximum amount of product (1.0 means a 100% yield; for example, 0.34 means a 34% yield). (1) The catalyst is CO. The yield is 0.800. The product is [N+:1]([C:4]1[CH:13]=[C:12]2[C:7]([CH2:8][CH2:9][CH2:10][CH:11]2[OH:14])=[CH:6][CH:5]=1)([O-:3])=[O:2]. The reactants are [N+:1]([C:4]1[CH:13]=[C:12]2[C:7]([CH2:8][CH2:9][CH2:10][C:11]2=[O:14])=[CH:6][CH:5]=1)([O-:3])=[O:2].[BH4-].[Na+]. (2) The yield is 0.240. The product is [F:10][C:9]([F:12])([F:11])[C:7]1[CH:6]=[C:5]([P:13]2(=[O:24])[C:14]3[CH2:21][CH2:20][C:19]2=[CH:18][CH:17]=[CH:16][CH:15]=3)[CH:4]=[C:3]([C:2]([F:1])([F:22])[F:23])[CH:8]=1. The reactants are [F:1][C:2]([F:23])([F:22])[C:3]1[CH:4]=[C:5]([P:13]2[C:19]3[CH2:20][CH2:21][C:14]2=[CH:15][CH:16]=[CH:17][CH:18]=3)[CH:6]=[C:7]([C:9]([F:12])([F:11])[F:10])[CH:8]=1.[OH:24]O.O. The catalyst is C(Cl)(Cl)Cl. (3) The reactants are [CH3:1][O:2][N:3]([CH3:19])[C:4]1[N:9]=[C:8]([NH:10][CH2:11][CH2:12][C:13]#[CH:14])[N:7]=[C:6]([NH:15][CH2:16][CH2:17][CH3:18])[N:5]=1.[ClH:20].C(OCC)C.Cl.CON(C)C1N=C(NC(C)C#C)N=C(NCCC)N=1. No catalyst specified. The product is [ClH:20].[CH3:1][O:2][N:3]([CH3:19])[C:4]1[N:9]=[C:8]([NH:10][CH2:11][CH2:12][C:13]#[CH:14])[N:7]=[C:6]([NH:15][CH2:16][CH2:17][CH3:18])[N:5]=1. The yield is 1.00. (4) The reactants are [CH3:1][O:2][C:3]([C:5]1[S:6][C:7]([C:17]2[CH2:22][CH2:21][CH2:20][CH2:19][CH:18]=2)=[CH:8][C:9]=1[NH:10][C:11]1[CH:16]=[CH:15][CH:14]=[CH:13][CH:12]=1)=[O:4].[CH3:23][C@H:24]1[CH2:29][CH2:28][C@H:27]([C:30](Cl)=[O:31])[CH2:26][CH2:25]1. No catalyst specified. The product is [CH3:1][O:2][C:3]([C:5]1[S:6][C:7]([C:17]2[CH2:22][CH2:21][CH2:20][CH2:19][CH:18]=2)=[CH:8][C:9]=1[N:10]([C:30]([C@H:27]1[CH2:28][CH2:29][C@H:24]([CH3:23])[CH2:25][CH2:26]1)=[O:31])[C:11]1[CH:16]=[CH:15][CH:14]=[CH:13][CH:12]=1)=[O:4]. The yield is 0.270. (5) The reactants are COC[N:4]1[CH:8]=[C:7]([N+:9]([O-:11])=[O:10])[N:6]=[C:5]1Br.[ClH:13]. The catalyst is O. The product is [Cl:13][C:5]1[NH:4][CH:8]=[C:7]([N+:9]([O-:11])=[O:10])[N:6]=1. The yield is 0.729.